The task is: Predict the reactants needed to synthesize the given product.. This data is from Full USPTO retrosynthesis dataset with 1.9M reactions from patents (1976-2016). (1) The reactants are: I[C:2]1[CH:11]=[C:10]2[C:5]([CH:6]=[C:7]([C:18]3[CH:19]=[CH:20][C:21]4[O:26][CH2:25][C:24](=[O:27])[NH:23][C:22]=4[CH:28]=3)[CH:8]([C:12]3[CH:17]=[CH:16][CH:15]=[CH:14][CH:13]=3)[O:9]2)=[CH:4][CH:3]=1.O.C(OCC)(=O)C.[CH3:36][N:37](C=O)C. Given the product [O:27]=[C:24]1[NH:23][C:22]2[CH:28]=[C:18]([C:7]3[CH:8]([C:12]4[CH:13]=[CH:14][CH:15]=[CH:16][CH:17]=4)[O:9][C:10]4[C:5]([CH:6]=3)=[CH:4][CH:3]=[C:2]([C:36]#[N:37])[CH:11]=4)[CH:19]=[CH:20][C:21]=2[O:26][CH2:25]1, predict the reactants needed to synthesize it. (2) Given the product [OH:57][CH2:56][C@@H:13]1[C@@H:12]([OH:11])[C@H:17]([OH:18])[C@@H:16]([OH:26])[C@H:15]([C:34]2[C:43]3[C:38](=[CH:39][CH:40]=[CH:41][CH:42]=3)[CH:37]=[C:36]([CH2:44][C:45]3[S:49][C:48]4[CH:50]=[CH:51][C:52]([CH2:54][CH3:55])=[CH:53][C:47]=4[CH:46]=3)[CH:35]=2)[O:14]1, predict the reactants needed to synthesize it. The reactants are: CSC.C([O:11][C@H:12]1[C@H:17]([O:18]CC2C=CC=CC=2)[C@@H:16]([O:26]CC2C=CC=CC=2)[C@@H:15]([C:34]2[C:43]3[C:38](=[CH:39][CH:40]=[CH:41][CH:42]=3)[CH:37]=[C:36]([CH2:44][C:45]3[S:49][C:48]4[CH:50]=[CH:51][C:52]([CH2:54][CH3:55])=[CH:53][C:47]=4[CH:46]=3)[CH:35]=2)[O:14][CH:13]1[CH2:56][O:57]CC1C=CC=CC=1)C1C=CC=CC=1.CO. (3) Given the product [C:1](=[O:2])([O-:4])[O-:3].[K+:26].[K+:26].[C:7](=[O:8])([OH:10])[O-:9].[K+:26], predict the reactants needed to synthesize it. The reactants are: [C:1](=[O:4])([O-:3])[O-:2].[Cs+].[Cs+].[C:7](=[O:10])([OH:9])[O-:8].[Cs+].C(=O)([O-])[O-].[Rb+].[Rb+].C(=O)(O)[O-].[Rb+].C([O-])=O.[K+:26].[K]. (4) Given the product [Br:1][C:2]1[C:3]([F:12])=[CH:4][C:5]([O:10][CH3:11])=[C:6]([CH:7]=1)[CH:8]=[O:9], predict the reactants needed to synthesize it. The reactants are: [Br:1][C:2]1[C:3]([F:12])=[CH:4][C:5]([O:10][CH3:11])=[C:6]([CH2:8][OH:9])[CH:7]=1. (5) Given the product [O:1]([C:8]1[N:13]=[C:12]2[N:14]=[C:21]([C:20]3[CH:24]=[CH:25][CH:26]=[C:18]([O:17][CH3:16])[CH:19]=3)[NH:15][C:11]2=[CH:10][CH:9]=1)[C:2]1[CH:3]=[CH:4][CH:5]=[CH:6][CH:7]=1, predict the reactants needed to synthesize it. The reactants are: [O:1]([C:8]1[N:13]=[C:12]([NH2:14])[C:11]([NH2:15])=[CH:10][CH:9]=1)[C:2]1[CH:7]=[CH:6][CH:5]=[CH:4][CH:3]=1.[CH3:16][O:17][C:18]1[CH:19]=[C:20]([CH:24]=[CH:25][CH:26]=1)[C:21](O)=O.[OH-].[Na+]. (6) Given the product [Cl:1][C:2]1[N:7]=[C:6]([NH:12][CH2:13][C:14]2[CH:15]=[N:16][CH:17]=[CH:18][CH:19]=2)[C:5]([N+:9]([O-:11])=[O:10])=[CH:4][N:3]=1, predict the reactants needed to synthesize it. The reactants are: [Cl:1][C:2]1[N:7]=[C:6](Cl)[C:5]([N+:9]([O-:11])=[O:10])=[CH:4][N:3]=1.[NH2:12][CH2:13][C:14]1[CH:15]=[N:16][CH:17]=[CH:18][CH:19]=1. (7) Given the product [CH2:3]([O:4][C:5]1[N:10]2[N:11]=[C:12]([CH3:14])[CH:13]=[C:9]2[N:8]=[C:7]([CH3:15])[C:6]=1[C:16]1[C:17]2[CH:26]=[CH:25][NH:24][C:18]=2[C:19](=[O:23])[N:20]([CH3:22])[CH:21]=1)[CH3:2], predict the reactants needed to synthesize it. The reactants are: F[C:2]1C=C(F)C=C[C:3]=1[O:4][C:5]1[N:10]2[N:11]=[C:12]([CH3:14])[CH:13]=[C:9]2[N:8]=[C:7]([CH3:15])[C:6]=1[C:16]1[C:17]2[CH:26]=[CH:25][N:24](S(C3C=CC(C)=CC=3)(=O)=O)[C:18]=2[C:19](=[O:23])[N:20]([CH3:22])[CH:21]=1.[OH-].[Na+].O. (8) Given the product [C:16]([O:20][C:21](=[O:28])[NH:22][CH2:23][CH2:24][CH2:25][CH2:26][S:13][C:6]1[CH:5]=[C:4]([N+:1]([O-:3])=[O:2])[CH:9]=[C:8]([N+:10]([O-:12])=[O:11])[CH:7]=1)([CH3:19])([CH3:18])[CH3:17], predict the reactants needed to synthesize it. The reactants are: [N+:1]([C:4]1[CH:5]=[C:6]([SH:13])[CH:7]=[C:8]([N+:10]([O-:12])=[O:11])[CH:9]=1)([O-:3])=[O:2].[OH-].[Na+].[C:16]([O:20][C:21](=[O:28])[NH:22][CH2:23][CH2:24][CH2:25][CH2:26]Br)([CH3:19])([CH3:18])[CH3:17]. (9) The reactants are: Cl.Cl[CH2:3][C:4]1[CH:9]=[C:8]([CH3:10])[N:7]=[C:6]([CH3:11])[CH:5]=1.[CH3:12][S:13]([C:16]1[CH:21]=[CH:20][C:19]([OH:22])=[CH:18][CH:17]=1)(=[O:15])=[O:14].[OH-].[Na+]. Given the product [CH3:12][S:13]([C:16]1[CH:21]=[CH:20][C:19]([O:22][CH2:3][C:4]2[CH:9]=[C:8]([CH3:10])[N:7]=[C:6]([CH3:11])[CH:5]=2)=[CH:18][CH:17]=1)(=[O:14])=[O:15], predict the reactants needed to synthesize it.